Task: Binary Classification. Given a drug SMILES string, predict its activity (active/inactive) in a high-throughput screening assay against a specified biological target.. Dataset: M1 muscarinic receptor antagonist screen with 61,756 compounds (1) The compound is O=c1n(CCCOCC)cnc2n(c3nc4c(nc3c12)cccc4)c1ccc(cc1)C. The result is 0 (inactive). (2) The drug is S(CC(=O)N1CCOCC1)c1n(CCOC)c(nn1)COc1cc(OC)ccc1. The result is 0 (inactive).